Task: Predict hERG channel inhibition at various concentrations.. Dataset: hERG Central: cardiac toxicity at 1µM, 10µM, and general inhibition (1) The drug is O=C(c1ccco1)N1CCN(c2ccc([N+](=O)[O-])cc2Cl)CC1. Results: hERG_inhib (hERG inhibition (general)): blocker. (2) Results: hERG_inhib (hERG inhibition (general)): blocker. The drug is Cc1ccc(N(CC(O)CN2CCCC2)S(=O)(=O)c2ccccc2)cc1. (3) Results: hERG_inhib (hERG inhibition (general)): blocker. The drug is COc1ccc([C@@H]2C[C@H]3CN(c4ccccc4)C(=O)[C@]34CCCN24)c(OC)c1OC. (4) The compound is COc1ccc(NC(=O)COc2cccc(-n3cnnn3)c2)cc1. Results: hERG_inhib (hERG inhibition (general)): blocker. (5) The drug is COc1ccc(CCC(C)N2CCc3ccccc3C2)cc1. Results: hERG_inhib (hERG inhibition (general)): blocker. (6) The molecule is O=C(COc1cccc2c1CCN(Cc1ccccc1)C2=O)NCc1ccco1. Results: hERG_inhib (hERG inhibition (general)): blocker.